Predict the product of the given reaction. From a dataset of Forward reaction prediction with 1.9M reactions from USPTO patents (1976-2016). (1) Given the reactants C([Li])CCC.[C:6](#[N:8])[CH3:7].[Cl:9][CH2:10][CH2:11][O:12][C:13]1[CH:14]=[C:15]2[C:20](=[CH:21][C:22]=1[O:23][CH3:24])[CH:19]=[C:18]([C:25]([O:27]CC)=O)[C:17](/[N:30]=[CH:31]/N(C)C)=[CH:16]2.ClCCOC1C=C2C(C=C(/N=C/N(C)C)C(C(OCC)=O)=C2)=CC=1OC, predict the reaction product. The product is: [Cl:9][CH2:10][CH2:11][O:12][C:13]1[C:22]([O:23][CH3:24])=[CH:21][C:20]2[CH:19]=[C:18]3[C:17](=[CH:16][C:15]=2[CH:14]=1)[NH:30][CH:31]=[C:7]([C:6]#[N:8])[C:25]3=[O:27]. (2) Given the reactants [C:1]1([CH3:11])[CH:6]=[CH:5][C:4](S([O-])(=O)=O)=[CH:3][CH:2]=1.[NH+:12]1[CH:17]=CC=[CH:14][CH:13]=1.[CH2:18]([OH:20])[CH3:19].[OH2:21], predict the reaction product. The product is: [OH:21][C:4]1[CH:5]=[CH:6][C:1]([C:11]2[CH:14]=[CH:13][N:12]([CH3:17])[C:18](=[O:20])[CH:19]=2)=[CH:2][CH:3]=1. (3) Given the reactants [Cl:1][C:2]1[CH:7]=[C:6](F)[CH:5]=[CH:4][N:3]=1.Cl.[NH2:10][C:11]1[C:20]2[C:15](=[CH:16][CH:17]=[CH:18][CH:19]=2)[C:14]([OH:21])=[CH:13][CH:12]=1.[K].[O-]CCCC, predict the reaction product. The product is: [Cl:1][C:2]1[CH:7]=[C:6]([O:21][C:14]2[C:15]3[C:20](=[CH:19][CH:18]=[CH:17][CH:16]=3)[C:11]([NH2:10])=[CH:12][CH:13]=2)[CH:5]=[CH:4][N:3]=1. (4) Given the reactants [NH2:1][C:2]1[S:3][CH:4]=[C:5]([CH2:7][C:8]([O:10][CH2:11][CH3:12])=[O:9])[N:6]=1.[Cl:13][C:14]1[CH:19]=[C:18]([Cl:20])[CH:17]=[C:16]([CH3:21])[C:15]=1[S:22](Cl)(=[O:24])=[O:23], predict the reaction product. The product is: [Cl:13][C:14]1[CH:19]=[C:18]([Cl:20])[CH:17]=[C:16]([CH3:21])[C:15]=1[S:22]([NH:1][C:2]1[S:3][CH:4]=[C:5]([CH2:7][C:8]([O:10][CH2:11][CH3:12])=[O:9])[N:6]=1)(=[O:24])=[O:23]. (5) Given the reactants [Br:1][C:2]1[CH:7]=[CH:6][C:5]([CH:8]([OH:29])[CH2:9][CH2:10][N:11]2[CH2:16][CH2:15][CH:14]([C:17]3[CH:18]=[C:19]([NH:23][C:24](=[O:28])[CH:25]([CH3:27])[CH3:26])[CH:20]=[CH:21][CH:22]=3)[CH2:13][CH2:12]2)=[CH:4][CH:3]=1.[CH3:30][C:31]1[CH:32]=[C:33](O)[CH:34]=[CH:35][CH:36]=1, predict the reaction product. The product is: [Br:1][C:2]1[CH:3]=[CH:4][C:5]([CH:8]([O:29][C:35]2[CH:34]=[CH:33][CH:32]=[C:31]([CH3:30])[CH:36]=2)[CH2:9][CH2:10][N:11]2[CH2:16][CH2:15][CH:14]([C:17]3[CH:18]=[C:19]([NH:23][C:24](=[O:28])[CH:25]([CH3:26])[CH3:27])[CH:20]=[CH:21][CH:22]=3)[CH2:13][CH2:12]2)=[CH:6][CH:7]=1.